From a dataset of NCI-60 drug combinations with 297,098 pairs across 59 cell lines. Regression. Given two drug SMILES strings and cell line genomic features, predict the synergy score measuring deviation from expected non-interaction effect. (1) Drug 1: CCC1(CC2CC(C3=C(CCN(C2)C1)C4=CC=CC=C4N3)(C5=C(C=C6C(=C5)C78CCN9C7C(C=CC9)(C(C(C8N6C=O)(C(=O)OC)O)OC(=O)C)CC)OC)C(=O)OC)O.OS(=O)(=O)O. Drug 2: CN1C(=O)N2C=NC(=C2N=N1)C(=O)N. Cell line: OVCAR-4. Synergy scores: CSS=3.64, Synergy_ZIP=-1.32, Synergy_Bliss=2.88, Synergy_Loewe=-3.18, Synergy_HSA=0.830. (2) Drug 1: CC1=C(C=C(C=C1)NC(=O)C2=CC=C(C=C2)CN3CCN(CC3)C)NC4=NC=CC(=N4)C5=CN=CC=C5. Drug 2: CN(C(=O)NC(C=O)C(C(C(CO)O)O)O)N=O. Cell line: CAKI-1. Synergy scores: CSS=-2.44, Synergy_ZIP=1.71, Synergy_Bliss=-1.97, Synergy_Loewe=-7.78, Synergy_HSA=-7.57.